This data is from Catalyst prediction with 721,799 reactions and 888 catalyst types from USPTO. The task is: Predict which catalyst facilitates the given reaction. (1) Reactant: [NH2:1][C:2]1[CH:16]=[CH:15][C:5]([CH2:6][NH:7][C:8](=[O:14])[O:9][C:10]([CH3:13])([CH3:12])[CH3:11])=[CH:4][CH:3]=1.[C:17]([N:25]=[C:26]=[S:27])(=[O:24])[C:18]1[CH:23]=[CH:22][CH:21]=[CH:20][CH:19]=1. Product: [C:17]([NH:25][C:26]([NH:1][C:2]1[CH:16]=[CH:15][C:5]([CH2:6][NH:7][C:8](=[O:14])[O:9][C:10]([CH3:12])([CH3:13])[CH3:11])=[CH:4][CH:3]=1)=[S:27])(=[O:24])[C:18]1[CH:23]=[CH:22][CH:21]=[CH:20][CH:19]=1. The catalyst class is: 1. (2) Reactant: Br[C:2]1[CH:7]=[C:6](F)[CH:5]=[CH:4][C:3]=1[C:9](=[O:11])[CH3:10].[Cl:12][C:13]1[CH:18]=[CH:17][C:16]([OH:19])=[CH:15][CH:14]=1.[C:20]([O-])([O-])=O.[Cs+].[Cs+].O. Product: [Cl:12][C:13]1[CH:18]=[CH:17][C:16]([O:19][C:6]2[CH:5]=[CH:4][C:3]([C:9](=[O:11])[CH3:10])=[C:2]([CH3:20])[CH:7]=2)=[CH:15][CH:14]=1. The catalyst class is: 3.